This data is from Full USPTO retrosynthesis dataset with 1.9M reactions from patents (1976-2016). The task is: Predict the reactants needed to synthesize the given product. (1) Given the product [CH2:9]([N:8]1[C:3]2=[N:1][N:2]([CH2:26][C:25]3[C:24]4[C:19](=[CH:20][CH:21]=[CH:22][CH:23]=4)[NH:18][C:17]=3[CH3:16])[C:28]([C:30]3[N:34]([CH3:35])[CH:33]=[C:32]([C:36]#[N:37])[CH:31]=3)=[C:4]2[C:5](=[O:15])[N:6]([CH3:14])[C:7]1=[O:13])[CH:10]([CH3:11])[CH3:12], predict the reactants needed to synthesize it. The reactants are: [NH:1]([C:3]1[N:8]([CH2:9][CH:10]([CH3:12])[CH3:11])[C:7](=[O:13])[N:6]([CH3:14])[C:5](=[O:15])[CH:4]=1)[NH2:2].[CH3:16][C:17]1[NH:18][C:19]2[C:24]([C:25]=1[CH:26]=O)=[CH:23][CH:22]=[CH:21][CH:20]=2.[CH:28]([C:30]1[N:34]([CH3:35])[CH:33]=[C:32]([C:36]#[N:37])[CH:31]=1)=O. (2) The reactants are: [N:1]([CH2:4][C:5]1[CH:10]=[CH:9][C:8]([NH:11][C:12]([C:14]2[C:15]([C:20]3[CH:25]=[CH:24][C:23]([C:26]([F:29])([F:28])[F:27])=[CH:22][CH:21]=3)=[CH:16][CH:17]=[CH:18][CH:19]=2)=[O:13])=[C:7]([CH3:30])[CH:6]=1)=[N+]=[N-].C1C=CC(P(C2C=CC=CC=2)C2C=CC=CC=2)=CC=1.[OH-].[Na+].Cl. Given the product [NH2:1][CH2:4][C:5]1[CH:10]=[CH:9][C:8]([NH:11][C:12]([C:14]2[C:15]([C:20]3[CH:25]=[CH:24][C:23]([C:26]([F:27])([F:28])[F:29])=[CH:22][CH:21]=3)=[CH:16][CH:17]=[CH:18][CH:19]=2)=[O:13])=[C:7]([CH3:30])[CH:6]=1, predict the reactants needed to synthesize it. (3) Given the product [CH3:1][C:2]1[C:3]2[N:4]([C:8]([C@@H:29]3[CH2:34][CH2:33][CH2:32][CH2:31][N:30]3[S:37]([CH:35]=[CH2:36])(=[O:39])=[O:38])=[N:9][C:10]=2[C:11]2[CH:28]=[CH:27][C:14]([C:15]([NH:17][C:18]3[CH:23]=[C:22]([CH2:24][CH2:25][CH3:26])[CH:21]=[CH:20][N:19]=3)=[O:16])=[CH:13][CH:12]=2)[CH:5]=[CH:6][N:7]=1, predict the reactants needed to synthesize it. The reactants are: [CH3:1][C:2]1[C:3]2[N:4]([C:8]([C@@H:29]3[CH2:34][CH2:33][CH2:32][CH2:31][NH:30]3)=[N:9][C:10]=2[C:11]2[CH:28]=[CH:27][C:14]([C:15]([NH:17][C:18]3[CH:23]=[C:22]([CH2:24][CH2:25][CH3:26])[CH:21]=[CH:20][N:19]=3)=[O:16])=[CH:13][CH:12]=2)[CH:5]=[CH:6][N:7]=1.[CH:35]([S:37](Cl)(=[O:39])=[O:38])=[CH2:36].